This data is from Full USPTO retrosynthesis dataset with 1.9M reactions from patents (1976-2016). The task is: Predict the reactants needed to synthesize the given product. Given the product [F:1][C:2]1[CH:26]=[CH:25][CH:24]=[CH:23][C:3]=1[O:4][C:5]1[N:10]=[C:9]2[O:11][C:12]([C:14]3[CH:19]=[C:18]([CH3:20])[C:17]([O:21][CH2:28][C:29]([CH3:41])([CH3:40])[C:30]([O:32][CH2:33][C:34]4[CH:39]=[CH:38][CH:37]=[CH:36][CH:35]=4)=[O:31])=[C:16]([CH3:22])[CH:15]=3)=[N:13][C:8]2=[CH:7][CH:6]=1, predict the reactants needed to synthesize it. The reactants are: [F:1][C:2]1[CH:26]=[CH:25][CH:24]=[CH:23][C:3]=1[O:4][C:5]1[N:10]=[C:9]2[O:11][C:12]([C:14]3[CH:19]=[C:18]([CH3:20])[C:17]([OH:21])=[C:16]([CH3:22])[CH:15]=3)=[N:13][C:8]2=[CH:7][CH:6]=1.O[CH2:28][C:29]([CH3:41])([CH3:40])[C:30]([O:32][CH2:33][C:34]1[CH:39]=[CH:38][CH:37]=[CH:36][CH:35]=1)=[O:31].